This data is from Catalyst prediction with 721,799 reactions and 888 catalyst types from USPTO. The task is: Predict which catalyst facilitates the given reaction. (1) Reactant: [CH3:1][C:2]1[CH:3]=[C:4]2[C:8](=[CH:9][CH:10]=1)[N:7]([CH2:11][CH:12]([CH3:14])[CH3:13])[CH:6]=[C:5]2[C:15]([NH2:17])=[O:16].Br[CH2:19][C:20](=O)[C:21]([O:23][CH2:24][CH3:25])=[O:22]. Product: [CH3:1][C:2]1[CH:3]=[C:4]2[C:8](=[CH:9][CH:10]=1)[N:7]([CH2:11][CH:12]([CH3:14])[CH3:13])[CH:6]=[C:5]2[C:15]1[O:16][CH:19]=[C:20]([C:21]([O:23][CH2:24][CH3:25])=[O:22])[N:17]=1. The catalyst class is: 8. (2) Reactant: O=[C:2]1[NH:11][C:10]2[C:9]([C:12]([O:14][CH2:15][CH3:16])=[O:13])=[CH:8][CH:7]=[CH:6][C:5]=2[N:4]2[CH:17]=[N:18][CH:19]=[C:3]12.C(#N)C.C(N(CC)CC)C.P(Cl)(Cl)([Cl:32])=O. Product: [Cl:32][C:2]1[C:3]2[N:4]([CH:17]=[N:18][CH:19]=2)[C:5]2[CH:6]=[CH:7][CH:8]=[C:9]([C:12]([O:14][CH2:15][CH3:16])=[O:13])[C:10]=2[N:11]=1. The catalyst class is: 72. (3) Reactant: [Br:1][C:2]1[CH:11]=[C:10]([C:12](OC)=[O:13])[CH:9]=[C:8]2[C:3]=1[CH2:4][N:5]([CH2:25][C:26]1[CH:31]=[CH:30][C:29]([O:32][CH3:33])=[CH:28][CH:27]=1)[C:6](=[O:24])[N:7]2[C:16]1[C:21]([Cl:22])=[CH:20][CH:19]=[CH:18][C:17]=1[Cl:23].[H-].[Al+3].[Li+].[H-].[H-].[H-]. Product: [Br:1][C:2]1[CH:11]=[C:10]([CH2:12][OH:13])[CH:9]=[C:8]2[C:3]=1[CH2:4][N:5]([CH2:25][C:26]1[CH:27]=[CH:28][C:29]([O:32][CH3:33])=[CH:30][CH:31]=1)[C:6](=[O:24])[N:7]2[C:16]1[C:17]([Cl:23])=[CH:18][CH:19]=[CH:20][C:21]=1[Cl:22]. The catalyst class is: 1. (4) Reactant: [ClH:1].[CH3:2][O:3][C:4](=[O:21])[CH:5]=[C:6]1[CH2:11][CH2:10][C:9]([N:18]([CH3:20])[CH3:19])([C:12]2[CH:17]=[CH:16][CH:15]=[CH:14][CH:13]=2)[CH2:8][CH2:7]1. Product: [ClH:1].[CH3:2][O:3][C:4](=[O:21])[CH2:5][CH:6]1[CH2:7][CH2:8][C:9]([N:18]([CH3:19])[CH3:20])([C:12]2[CH:17]=[CH:16][CH:15]=[CH:14][CH:13]=2)[CH2:10][CH2:11]1. The catalyst class is: 19. (5) Reactant: C(OC([N:8]1[CH2:12][C@H:11]([O:13][Si](C(C)(C)C)(C)C)[CH2:10][C@H:9]1[CH2:21][CH2:22][C:23]([OH:25])=[O:24])=O)(C)(C)C.[F:26][C:27]([F:32])([F:31])[C:28]([OH:30])=[O:29].O. Product: [OH:13][C@H:11]1[CH2:12][NH:8][C@H:9]([CH2:21][CH2:22][C:23]([OH:25])=[O:24])[CH2:10]1.[C:28]([OH:30])([C:27]([F:32])([F:31])[F:26])=[O:29]. The catalyst class is: 4. (6) Reactant: [NH2:1][C@@H:2]([C:8]([CH3:12])([CH3:11])[CH2:9][F:10])[C:3]([O:5]CC)=[O:4].Cl.[CH3:14][C:15]([O:18][C:19](O[C:19]([O:18][C:15]([CH3:17])([CH3:16])[CH3:14])=[O:20])=[O:20])([CH3:17])[CH3:16].[OH-].[Na+]. Product: [C:15]([O:18][C:19]([NH:1][C@@H:2]([C:8]([CH3:11])([CH3:12])[CH2:9][F:10])[C:3]([OH:5])=[O:4])=[O:20])([CH3:17])([CH3:16])[CH3:14]. The catalyst class is: 24. (7) Reactant: N#N.[NH:3]1[C:7]2[CH:8]=[CH:9][CH:10]=[CH:11][C:6]=2[N:5]=[C:4]1[CH:12]([NH2:24])[CH2:13][C:14]1[C:19]([F:20])=[CH:18][C:17]([O:21][CH3:22])=[CH:16][C:15]=1[F:23].[C:25](N1C=CN=C1)(N1C=CN=C1)=[O:26].O. Product: [F:20][C:19]1[CH:18]=[C:17]([O:21][CH3:22])[CH:16]=[C:15]([F:23])[C:14]=1[CH2:13][CH:12]1[C:4]2=[N:5][C:6]3[CH:11]=[CH:10][CH:9]=[CH:8][C:7]=3[N:3]2[C:25](=[O:26])[NH:24]1. The catalyst class is: 1. (8) Reactant: [N:1]([CH2:4][C:5]1[N:6]=[C:7]([C:10]2([CH3:15])[O:14][CH2:13][CH2:12][O:11]2)[O:8][CH:9]=1)=[N+]=[N-].C1C=CC(P(C2C=CC=CC=2)C2C=CC=CC=2)=CC=1.O. Product: [CH3:15][C:10]1([C:7]2[O:8][CH:9]=[C:5]([CH2:4][NH2:1])[N:6]=2)[O:14][CH2:13][CH2:12][O:11]1. The catalyst class is: 1. (9) Reactant: [NH2:1][C:2]1[CH:7]=[CH:6][CH:5]=[C:4]([CH3:8])[N:3]=1.Br[C:10]1[CH:15]=[CH:14][CH:13]=[C:12]([CH3:16])[N:11]=1.CC(C)([O-])C.[Na+]. Product: [CH3:8][C:4]1[N:3]=[C:2]([NH:1][C:10]2[CH:15]=[CH:14][CH:13]=[C:12]([CH3:16])[N:11]=2)[CH:7]=[CH:6][CH:5]=1. The catalyst class is: 11. (10) Reactant: [CH3:1][NH2:2].[CH3:3][C@H:4]([NH:7][C:8](=[O:14])[O:9][C:10]([CH3:13])([CH3:12])[CH3:11])[CH:5]=O.S([O-])([O-])(=O)=O.[Na+].[Na+]. Product: [CH3:3][C@H:4]([NH:7][C:8](=[O:14])[O:9][C:10]([CH3:13])([CH3:12])[CH3:11])[CH2:5][NH:2][CH3:1]. The catalyst class is: 48.